Dataset: Merck oncology drug combination screen with 23,052 pairs across 39 cell lines. Task: Regression. Given two drug SMILES strings and cell line genomic features, predict the synergy score measuring deviation from expected non-interaction effect. Drug 1: Cn1nnc2c(C(N)=O)ncn2c1=O. Drug 2: CC1(c2nc3c(C(N)=O)cccc3[nH]2)CCCN1. Cell line: NCIH460. Synergy scores: synergy=13.2.